This data is from HIV replication inhibition screening data with 41,000+ compounds from the AIDS Antiviral Screen. The task is: Binary Classification. Given a drug SMILES string, predict its activity (active/inactive) in a high-throughput screening assay against a specified biological target. The result is 0 (inactive). The drug is O=C1N=C2NC=NN2C1=NNc1ccccc1.